This data is from Reaction yield outcomes from USPTO patents with 853,638 reactions. The task is: Predict the reaction yield, written as a fraction of the theoretical maximum amount of product (1.0 means a 100% yield; for example, 0.34 means a 34% yield). (1) The reactants are [CH3:1][C:2]([N:10]1[CH:14]=[C:13]([C:15]2[CH:20]=[CH:19][N:18]=[C:17]3[N:21](COCC[Si](C)(C)C)[CH:22]=[CH:23][C:16]=23)[CH:12]=[N:11]1)([CH3:9])[CH2:3][C:4]([O:6][CH2:7][CH3:8])=[O:5].[C:32]([OH:38])([C:34]([F:37])([F:36])[F:35])=[O:33]. No catalyst specified. The product is [F:35][C:34]([F:37])([F:36])[C:32]([OH:38])=[O:33].[CH3:9][C:2]([N:10]1[CH:14]=[C:13]([C:15]2[CH:20]=[CH:19][N:18]=[C:17]3[NH:21][CH:22]=[CH:23][C:16]=23)[CH:12]=[N:11]1)([CH3:1])[CH2:3][C:4]([O:6][CH2:7][CH3:8])=[O:5]. The yield is 0.260. (2) The reactants are Br[C:2]1[CH:10]=[C:9]2[C:5]([CH:6]=[N:7][N:8]2[CH2:11][CH3:12])=[C:4]([F:13])[CH:3]=1.CC1(C)COB(B2OCC(C)(C)CO2)OC1.CC([O-])=O.[K+].ClCCl.Cl[C:39]1[N:44]=[C:43]([O:45][CH3:46])[C:42]([C@@:47]2([CH3:54])[CH2:52][CH2:51][CH2:50][NH:49][C:48]2=[O:53])=[CH:41][CH:40]=1.C(=O)([O-])[O-].[Na+].[Na+]. The catalyst is O1CCOCC1. The product is [CH2:11]([N:8]1[C:9]2[C:5](=[C:4]([F:13])[CH:3]=[C:2]([C:39]3[N:44]=[C:43]([O:45][CH3:46])[C:42]([C@@:47]4([CH3:54])[CH2:52][CH2:51][CH2:50][NH:49][C:48]4=[O:53])=[CH:41][CH:40]=3)[CH:10]=2)[CH:6]=[N:7]1)[CH3:12]. The yield is 0.810. (3) The reactants are [F:1][C:2]1[C:7]([OH:8])=[CH:6][CH:5]=[C:4]([F:9])[C:3]=1[C:10]1[N:15]=[C:14]([C:16]([O:18][CH3:19])=[O:17])[CH:13]=[CH:12][C:11]=1[F:20].C(=O)([O-])[O-].[Cs+].[Cs+].Br[CH2:28][CH2:29][O:30][Si:31]([C:34]([CH3:37])([CH3:36])[CH3:35])([CH3:33])[CH3:32]. The catalyst is CN(C=O)C.O. The product is [Si:31]([O:30][CH2:29][CH2:28][O:8][C:7]1[C:2]([F:1])=[C:3]([C:10]2[N:15]=[C:14]([C:16]([O:18][CH3:19])=[O:17])[CH:13]=[CH:12][C:11]=2[F:20])[C:4]([F:9])=[CH:5][CH:6]=1)([C:34]([CH3:37])([CH3:36])[CH3:35])([CH3:33])[CH3:32]. The yield is 0.900. (4) The reactants are Br[C:2]1[S:3][C:4]([CH3:8])=[C:5]([Br:7])[N:6]=1.[CH3:9][S-:10].[Na+]. The catalyst is CCO. The product is [Br:7][C:5]1[N:6]=[C:2]([S:10][CH3:9])[S:3][C:4]=1[CH3:8]. The yield is 0.710.